Dataset: Experimental lipophilicity measurements (octanol/water distribution) for 4,200 compounds from AstraZeneca. Task: Regression/Classification. Given a drug SMILES string, predict its absorption, distribution, metabolism, or excretion properties. Task type varies by dataset: regression for continuous measurements (e.g., permeability, clearance, half-life) or binary classification for categorical outcomes (e.g., BBB penetration, CYP inhibition). For this dataset (lipophilicity_astrazeneca), we predict Y. (1) The compound is CN1CC(n2nccc2-c2cc(Cl)ccc2Oc2cc(F)c(S(=O)(=O)Nc3ncns3)cc2F)C1. The Y is 1.00 logD. (2) The molecule is CC(C)N1CCO[C@@H](CN2CCN(C(=O)Nc3ccc(Cl)c(Cl)c3)CC2)C1. The Y is 2.77 logD. (3) The molecule is Cc1ccc(NC(=O)c2cccc(N(C)C)c2)cc1NC(=O)c1ccc(OC(C)C)cc1. The Y is 3.10 logD. (4) The drug is Cc1cc(Cl)ccc1OC1CCN(C[C@H](O)CNC(=O)c2c[nH]nc2C(F)(F)F)CC1. The Y is 3.02 logD. (5) The drug is Clc1ccc(C2CC=CCNC2)cc1Cl. The Y is 1.86 logD. (6) The Y is 1.11 logD. The molecule is O=c1[nH]c2c(O)ccc([C@@H](O)CNCCc3cccc(CNCCCc4ccccc4)c3)c2s1. (7) The drug is Cc1nn(C)c2ccc(N3CCN(C(=O)[C@@H]4CCCC[C@H]4C(=O)NC4(C#N)CC4)[C@H](C)C3)cc12. The Y is 2.80 logD. (8) The molecule is O=S(=O)(Nc1nncs1)c1cc(Cl)c(Oc2ccc(C(F)(F)F)cc2-c2ccnnc2)cc1F. The Y is 1.15 logD. (9) The molecule is O=C(NO)[C@@H](Cc1ccc2ccccc2c1)NS(=O)(=O)c1ccc2ccccc2c1. The Y is 3.23 logD.